From a dataset of Catalyst prediction with 721,799 reactions and 888 catalyst types from USPTO. Predict which catalyst facilitates the given reaction. Reactant: [F:1][C:2]1[CH:3]=[C:4]([CH2:19][C:20]([CH3:28])([CH3:27])[CH2:21][C:22]([O:24]CC)=[O:23])[CH:5]=[CH:6][C:7]=1[O:8][CH2:9][CH2:10][CH2:11][NH:12][C:13]1[CH:18]=[CH:17][CH:16]=[CH:15][N:14]=1.FC(F)(F)C(O)=O. Product: [F:1][C:2]1[CH:3]=[C:4]([CH2:19][C:20]([CH3:28])([CH3:27])[CH2:21][C:22]([OH:24])=[O:23])[CH:5]=[CH:6][C:7]=1[O:8][CH2:9][CH2:10][CH2:11][NH:12][C:13]1[CH:18]=[CH:17][CH:16]=[CH:15][N:14]=1. The catalyst class is: 273.